Dataset: Full USPTO retrosynthesis dataset with 1.9M reactions from patents (1976-2016). Task: Predict the reactants needed to synthesize the given product. (1) The reactants are: [Cl:1][C:2]1[CH:3]=[C:4]2[C:9](=[CH:10][C:11]=1[O:12][C:13]1[CH:21]=[CH:20][C:16]([C:17]([OH:19])=O)=[CH:15][CH:14]=1)[O:8][CH2:7][CH2:6][CH:5]2[C:22]([O:24]CC)=[O:23].BrC1N=C(N)C=CC=1.[Cl:35][C:36]1[CH:41]=[CH:40][C:39]([C:42]2[CH:46]=[C:45]([NH2:47])[NH:44][N:43]=2)=[CH:38][CH:37]=1. Given the product [Cl:1][C:2]1[CH:3]=[C:4]2[C:9](=[CH:10][C:11]=1[O:12][C:13]1[CH:21]=[CH:20][C:16]([C:17](=[O:19])[NH:47][C:45]3[NH:44][N:43]=[C:42]([C:39]4[CH:40]=[CH:41][C:36]([Cl:35])=[CH:37][CH:38]=4)[CH:46]=3)=[CH:15][CH:14]=1)[O:8][CH2:7][CH2:6][CH:5]2[C:22]([OH:24])=[O:23], predict the reactants needed to synthesize it. (2) Given the product [CH3:1][S:2][C:3]1[CH:4]=[CH:5][C:6]([CH2:9][C:10]([O:12][CH2:18][CH3:19])=[O:11])=[CH:7][CH:8]=1, predict the reactants needed to synthesize it. The reactants are: [CH3:1][S:2][C:3]1[CH:8]=[CH:7][C:6]([CH2:9][C:10]([OH:12])=[O:11])=[CH:5][CH:4]=1.S(=O)(=O)(O)O.[CH2:18](O)[CH3:19]. (3) Given the product [C:28]1([CH:19]([C:13]2[CH:18]=[CH:17][CH:16]=[CH:15][CH:14]=2)[CH2:20][CH2:21][N:22]2[CH2:23][CH2:24][N:25]([C:2]3[CH:12]=[CH:11][CH:10]=[CH:9][C:3]=3[C:4]([O:6][CH2:7][CH3:8])=[O:5])[CH2:26][CH2:27]2)[CH:29]=[CH:30][CH:31]=[CH:32][CH:33]=1, predict the reactants needed to synthesize it. The reactants are: Br[C:2]1[CH:12]=[CH:11][CH:10]=[CH:9][C:3]=1[C:4]([O:6][CH2:7][CH3:8])=[O:5].[C:13]1([CH:19]([C:28]2[CH:33]=[CH:32][CH:31]=[CH:30][CH:29]=2)[CH2:20][CH2:21][N:22]2[CH2:27][CH2:26][NH:25][CH2:24][CH2:23]2)[CH:18]=[CH:17][CH:16]=[CH:15][CH:14]=1. (4) Given the product [NH2:24][C:15]1[N:14]=[C:13]([O:12][CH2:8][CH2:9][CH2:10][CH3:11])[N:21]=[C:20]2[C:16]=1[N:17]=[C:18]([O:22][CH3:23])[N:19]2[CH2:32][CH2:33][CH:34]1[CH2:39][CH2:38][CH2:37][CH2:36][N:35]1[C:40]([O:42][CH2:43][C:44]1[CH:45]=[CH:46][CH:47]=[CH:48][CH:49]=1)=[O:41], predict the reactants needed to synthesize it. The reactants are: FC(F)(F)C(O)=O.[CH2:8]([O:12][C:13]1[N:21]=[C:20]2[C:16]([N:17]=[C:18]([O:22][CH3:23])[NH:19]2)=[C:15]([NH2:24])[N:14]=1)[CH2:9][CH2:10][CH3:11].C(=O)([O-])[O-].[K+].[K+].Br[CH2:32][CH2:33][CH:34]1[CH2:39][CH2:38][CH2:37][CH2:36][N:35]1[C:40]([O:42][CH2:43][C:44]1[CH:49]=[CH:48][CH:47]=[CH:46][CH:45]=1)=[O:41]. (5) Given the product [Br:20][CH2:21]/[CH:22]=[CH:23]/[CH2:24][N:11]1[C:12]2[CH:17]=[CH:16][CH:15]=[CH:14][C:13]=2[N:9]([C:3]2[CH:4]=[CH:5][C:6]([F:8])=[CH:7][C:2]=2[F:1])[S:10]1(=[O:18])=[O:19], predict the reactants needed to synthesize it. The reactants are: [F:1][C:2]1[CH:7]=[C:6]([F:8])[CH:5]=[CH:4][C:3]=1[N:9]1[C:13]2[CH:14]=[CH:15][CH:16]=[CH:17][C:12]=2[NH:11][S:10]1(=[O:19])=[O:18].[Br:20][CH2:21]/[CH:22]=[CH:23]/[CH2:24]Br.C(=O)([O-])[O-].[Cs+].[Cs+]. (6) Given the product [NH2:14][CH2:13][C:11]1[S:12][CH:8]=[C:9]([C:15]#[N:17])[N:10]=1, predict the reactants needed to synthesize it. The reactants are: C([C:8]1[S:12][C:11]([CH2:13][NH2:14])=[N:10][C:9]=1[C:15]([NH2:17])=O)(OC(C)(C)C)=O.C(N(CC)CC)C.FC(F)(F)C(OC(=O)C(F)(F)F)=O.O. (7) Given the product [CH3:1][O:2][C:3]1[CH:8]=[CH:7][C:6]([S:9]([N:22]2[C:23]3[CH:33]=[CH:32][S:31][C:24]=3[C:25]3[CH:26]=[CH:27][CH:28]=[CH:29][C:30]=3[CH:21]2[CH3:20])(=[O:11])=[O:10])=[CH:5][CH:4]=1, predict the reactants needed to synthesize it. The reactants are: [CH3:1][O:2][C:3]1[CH:8]=[CH:7][C:6]([S:9](Cl)(=[O:11])=[O:10])=[CH:5][CH:4]=1.C(N(CC)CC)C.[CH3:20][CH:21]1[C:30]2[CH:29]=[CH:28][CH:27]=[CH:26][C:25]=2[C:24]2[S:31][CH:32]=[CH:33][C:23]=2[NH:22]1. (8) Given the product [ClH:1].[NH:12]1[C:13]2[CH:18]=[CH:17][CH:16]=[CH:15][C:14]=2[N:19]=[C:11]1[NH:10][CH2:9][C:3]1[C:2]([Cl:1])=[CH:7][CH:6]=[CH:5][C:4]=1[Cl:8], predict the reactants needed to synthesize it. The reactants are: [Cl:1][C:2]1[CH:7]=[CH:6][CH:5]=[C:4]([Cl:8])[C:3]=1[CH2:9][NH:10][C:11]#[N:12].[C:13]1(N)[CH:18]=[CH:17][CH:16]=[CH:15][C:14]=1[NH2:19]. (9) Given the product [Cl:31][C:19]1[C:20]([C:22]2[C:30]3[C:25](=[CH:26][CH:27]=[CH:28][CH:29]=3)[NH:24][CH:23]=2)=[N:21][C:16]([NH:15][CH:12]2[CH2:13][CH2:14][N:9]([CH2:8][C:4]3[CH:5]=[CH:6][CH:7]=[C:2]([NH:1][CH3:35])[CH:3]=3)[CH2:10][CH2:11]2)=[N:17][CH:18]=1, predict the reactants needed to synthesize it. The reactants are: [NH2:1][C:2]1[CH:3]=[C:4]([CH2:8][N:9]2[CH2:14][CH2:13][CH:12]([NH:15][C:16]3[N:21]=[C:20]([C:22]4[C:30]5[C:25](=[CH:26][CH:27]=[CH:28][CH:29]=5)[NH:24][CH:23]=4)[C:19]([Cl:31])=[CH:18][N:17]=3)[CH2:11][CH2:10]2)[CH:5]=[CH:6][CH:7]=1.C=O.[BH3-][C:35]#N.[Na+]. (10) Given the product [Si:38]([O:45][C@H:46]([C:53]1[CH:58]=[CH:57][C:56]([F:59])=[CH:55][CH:54]=1)[CH2:47][S:48][C@H:49]1[C:50](=[O:51])[N:8]([C:5]2[CH:4]=[CH:3][C:2]([I:1])=[CH:7][CH:6]=2)[C@@H:9]1[C:10]1[CH:11]=[CH:12][C:13]([O:14][CH2:15][C:16]([O:18][CH3:19])=[O:17])=[CH:20][CH:21]=1)([C:41]([CH3:44])([CH3:43])[CH3:42])([CH3:40])[CH3:39], predict the reactants needed to synthesize it. The reactants are: [I:1][C:2]1[CH:7]=[CH:6][C:5](/[N:8]=[CH:9]/[C:10]2[CH:21]=[CH:20][C:13]([O:14][CH2:15][C:16]([O:18][CH3:19])=[O:17])=[CH:12][CH:11]=2)=[CH:4][CH:3]=1.CCN(CC)CC.[I-].ClC1C=CC=C[N+]=1C.[Si:38]([O:45][C@H:46]([C:53]1[CH:58]=[CH:57][C:56]([F:59])=[CH:55][CH:54]=1)[CH2:47][S:48][CH2:49][C:50](O)=[O:51])([C:41]([CH3:44])([CH3:43])[CH3:42])([CH3:40])[CH3:39].Cl.C([O-])(O)=O.[Na+].